From a dataset of Catalyst prediction with 721,799 reactions and 888 catalyst types from USPTO. Predict which catalyst facilitates the given reaction. (1) Reactant: [NH2:1][C:2]1[N:7]=[C:6]([N:8]2[CH:17]([CH3:18])[CH2:16][C:15]3[C:10](=[CH:11][C:12]([CH:19]4[CH2:24][CH2:23][N:22](C(OC(C)(C)C)=O)[CH2:21][CH2:20]4)=[CH:13][CH:14]=3)[CH2:9]2)[CH:5]=[C:4]([N:32]2[CH2:37][CH2:36][N:35]([CH3:38])[CH2:34][CH2:33]2)[N:3]=1.[ClH:39].O1CCOCC1. Product: [CH3:38][N:35]1[CH2:36][CH2:37][N:32]([C:4]2[CH:5]=[C:6]([N:8]3[CH:17]([CH3:18])[CH2:16][C:15]4[C:10](=[CH:11][C:12]([CH:19]5[CH2:20][CH2:21][NH:22][CH2:23][CH2:24]5)=[CH:13][CH:14]=4)[CH2:9]3)[N:7]=[C:2]([NH2:1])[N:3]=2)[CH2:33][CH2:34]1.[ClH:39]. The catalyst class is: 698. (2) Reactant: C[O:2][C:3](=[O:18])[C:4]1[CH:9]=[C:8]([CH:10]([F:12])[F:11])[N:7]=[C:6]([NH:13][CH:14]([CH2:16][CH3:17])[CH3:15])[CH:5]=1.[OH-].[Li+].Cl. Product: [C@@H:14]([NH:13][C:6]1[CH:5]=[C:4]([CH:9]=[C:8]([CH:10]([F:12])[F:11])[N:7]=1)[C:3]([OH:18])=[O:2])([CH2:16][CH3:17])[CH3:15]. The catalyst class is: 92. (3) Reactant: [CH:1]1([C:7]2[CH:12]=[CH:11][C:10]([NH:13][CH:14]3[C:22]4[C:17](=[CH:18][C:19]([C:23]([O:25][CH2:26][CH2:27][CH2:28][CH3:29])=[O:24])=[CH:20][CH:21]=4)[CH2:16][CH2:15]3)=[CH:9][CH:8]=2)[CH2:6][CH2:5][CH2:4][CH2:3][CH2:2]1.[CH3:30]CN(C(C)C)C(C)C.C(Cl)(Cl)=S.[CH3:43][NH:44][C:45]1[C:46]([NH2:51])=[CH:47][CH:48]=[CH:49][CH:50]=1.Cl. Product: [CH:1]1([C:7]2[CH:8]=[CH:9][C:10]([N:13]([C:43]3[N:51]([CH3:30])[C:46]4[CH:47]=[CH:48][CH:49]=[CH:50][C:45]=4[N:44]=3)[CH:14]3[C:22]4[C:17](=[CH:18][C:19]([C:23]([O:25][CH2:26][CH2:27][CH2:28][CH3:29])=[O:24])=[CH:20][CH:21]=4)[CH2:16][CH2:15]3)=[CH:11][CH:12]=2)[CH2:2][CH2:3][CH2:4][CH2:5][CH2:6]1. The catalyst class is: 4. (4) The catalyst class is: 7. Product: [CH:41]([O:40][C:38]([N:25]1[CH2:24][CH2:23][CH:22]([N:4]([CH:1]2[CH2:2][CH2:3]2)[C:5]([C:7]2[CH:12]=[N:11][C:10]([C:13]3[CH:14]=[N:15][C:16]([O:19][CH2:20][CH3:21])=[CH:17][CH:18]=3)=[N:9][CH:8]=2)=[O:6])[CH2:27][CH2:26]1)=[O:39])([CH3:43])[CH3:42]. Reactant: [CH:1]1([N:4]([CH:22]2[CH2:27][CH2:26][NH:25][CH2:24][CH2:23]2)[C:5]([C:7]2[CH:8]=[N:9][C:10]([C:13]3[CH:14]=[N:15][C:16]([O:19][CH2:20][CH3:21])=[CH:17][CH:18]=3)=[N:11][CH:12]=2)=[O:6])[CH2:3][CH2:2]1.C(N(C(C)C)C(C)C)C.Cl[C:38]([O:40][CH:41]([CH3:43])[CH3:42])=[O:39].